The task is: Binary Classification. Given a drug SMILES string, predict its activity (active/inactive) in a high-throughput screening assay against a specified biological target.. This data is from M1 muscarinic receptor agonist screen with 61,833 compounds. (1) The drug is O(c1c(CCNC(=O)c2nn3c(c2)cccc3)ccc(OC)c1OC)C. The result is 0 (inactive). (2) The molecule is O=C1N(C(=O)NC21CCCCCC2)CC(=O)/C=C1\N(c2c(C1(C)C)cccc2)C. The result is 0 (inactive). (3) The compound is O=C1N(C2CCN(CC2)C(OCC)=O)C(Nc2cc(OC)c(OC)c(OC)c2)c2c1cccc2. The result is 0 (inactive).